Regression. Given a peptide amino acid sequence and an MHC pseudo amino acid sequence, predict their binding affinity value. This is MHC class I binding data. From a dataset of Peptide-MHC class I binding affinity with 185,985 pairs from IEDB/IMGT. (1) The peptide sequence is NPPLVETW. The MHC is Mamu-A01 with pseudo-sequence Mamu-A01. The binding affinity (normalized) is 0. (2) The peptide sequence is EMFKTKGRY. The MHC is HLA-A26:01 with pseudo-sequence HLA-A26:01. The binding affinity (normalized) is 0.401. (3) The peptide sequence is PPIPMSRLF. The MHC is HLA-B07:02 with pseudo-sequence HLA-B07:02. The binding affinity (normalized) is 0.301. (4) The peptide sequence is WPAGRLVEA. The MHC is HLA-A02:06 with pseudo-sequence HLA-A02:06. The binding affinity (normalized) is 0.440. (5) The peptide sequence is GVMSEQGSFY. The MHC is HLA-A32:01 with pseudo-sequence HLA-A32:01. The binding affinity (normalized) is 0.